Dataset: Full USPTO retrosynthesis dataset with 1.9M reactions from patents (1976-2016). Task: Predict the reactants needed to synthesize the given product. (1) Given the product [C:43]([N:40]1[CH2:39][CH2:38][N:37]([C@H:34]2[CH2:33][CH2:32][C@H:31]([CH2:30][NH:29][C:27]3[C:26]([N+:46]([O-:48])=[O:47])=[CH:25][N:24]=[C:23]([NH:22][CH2:21][C:17]4[C:16]([CH3:49])=[C:15]([C:11]5[CH:12]=[CH:13][CH:14]=[C:9]([CH2:8][NH2:7])[CH:10]=5)[CH:20]=[CH:19][CH:18]=4)[N:28]=3)[CH2:36][CH2:35]2)[CH2:42][CH2:41]1)(=[O:45])[CH3:44], predict the reactants needed to synthesize it. The reactants are: C(OC(=O)[NH:7][CH2:8][C:9]1[CH:10]=[C:11]([C:15]2[CH:20]=[CH:19][CH:18]=[C:17]([CH2:21][NH:22][C:23]3[N:28]=[C:27]([NH:29][CH2:30][CH:31]4[CH2:36][CH2:35][CH:34]([N:37]5[CH2:42][CH2:41][N:40]([C:43](=[O:45])[CH3:44])[CH2:39][CH2:38]5)[CH2:33][CH2:32]4)[C:26]([N+:46]([O-:48])=[O:47])=[CH:25][N:24]=3)[C:16]=2[CH3:49])[CH:12]=[CH:13][CH:14]=1)(C)(C)C.Cl. (2) The reactants are: [CH2:1]([N:5]([CH:10]=[N:11][C:12]1[N:17]=[C:16]([N:18]=[CH:19][N:20]([CH2:25][CH2:26][CH2:27][CH3:28])[CH2:21][CH2:22][CH2:23][CH3:24])[N:15]=[C:14]2[N:29]([C@@H:32]3[O:37][C@H:36]([CH2:38][OH:39])[C@@H:34]([OH:35])[CH2:33]3)[N:30]=[CH:31][C:13]=12)[CH2:6][CH2:7][CH2:8][CH3:9])[CH2:2][CH2:3][CH3:4].[Br:40]C1C2C(=NC(N)=NC=2N)N([C@@H]2O[C@H](CO)[C@@H](O)C2)N=1.COC(OC)N(CCCC)CCCC. Given the product [CH2:1]([N:5]([CH:10]=[N:11][C:12]1[N:17]=[C:16]([N:18]=[CH:19][N:20]([CH2:25][CH2:26][CH2:27][CH3:28])[CH2:21][CH2:22][CH2:23][CH3:24])[N:15]=[C:14]2[N:29]([C@@H:32]3[O:37][C@H:36]([CH2:38][OH:39])[C@@H:34]([OH:35])[CH2:33]3)[N:30]=[C:31]([Br:40])[C:13]=12)[CH2:6][CH2:7][CH2:8][CH3:9])[CH2:2][CH2:3][CH3:4], predict the reactants needed to synthesize it.